Dataset: Catalyst prediction with 721,799 reactions and 888 catalyst types from USPTO. Task: Predict which catalyst facilitates the given reaction. (1) Reactant: [Br:1][C:2]1[C:3]([N:20]2[CH2:25][CH2:24][N:23](C(NC3C=CC=CC=3)=O)[CH2:22][CH2:21]2)=[C:4]2[N:10]=[C:9]([C:11]3[CH:16]=[CH:15][C:14]([N:17]([CH3:19])[CH3:18])=[CH:13][CH:12]=3)[NH:8][C:5]2=[N:6][CH:7]=1.NC1C([N+]([O-])=O)=C(N2CCN([CH2:51][CH2:52][NH:53][C:54]([NH:56][C:57]3[CH:62]=[CH:61][CH:60]=[CH:59][CH:58]=3)=[O:55])CC2)C(Br)=CN=1.[O-]S(S([O-])=O)=O.[Na+].[Na+].CN(C1C=CC(C=O)=CC=1)C. Product: [Br:1][C:2]1[C:3]([N:20]2[CH2:25][CH2:24][N:23]([CH2:51][CH2:52][NH:53][C:54]([NH:56][C:57]3[CH:62]=[CH:61][CH:60]=[CH:59][CH:58]=3)=[O:55])[CH2:22][CH2:21]2)=[C:4]2[N:10]=[C:9]([C:11]3[CH:16]=[CH:15][C:14]([N:17]([CH3:19])[CH3:18])=[CH:13][CH:12]=3)[NH:8][C:5]2=[N:6][CH:7]=1. The catalyst class is: 3. (2) Reactant: [C:1]([C:5]1[CH:6]=[C:7]([NH:18][C:19]([NH:21][C:22]2[C:31]3[C:26](=[CH:27][CH:28]=[CH:29][CH:30]=3)[C:25]([O:32][C:33]3[CH:38]=[CH:37][N:36]=[C:35](Cl)[CH:34]=3)=[CH:24][CH:23]=2)=[O:20])[C:8]([O:16][CH3:17])=[C:9]([NH:11][S:12]([CH3:15])(=[O:14])=[O:13])[CH:10]=1)([CH3:4])([CH3:3])[CH3:2].[NH2:40][C:41]1[CH:60]=[C:59]([O:61][CH3:62])[C:44]([C:45]([NH:47][CH2:48][CH2:49][N:50]2[CH2:55][CH2:54][N:53]([CH2:56][CH2:57][OH:58])[CH2:52][CH2:51]2)=[O:46])=[C:43]([O:63][CH3:64])[CH:42]=1.C([O-])([O-])=O.[K+].[K+].CC(C1C=C(C(C)C)C(C2C(P(C3CCCCC3)C3CCCCC3)=C(OC)C=CC=2OC)=C(C(C)C)C=1)C. Product: [C:1]([C:5]1[CH:10]=[C:9]([NH:11][S:12]([CH3:15])(=[O:14])=[O:13])[C:8]([O:16][CH3:17])=[C:7]([NH:18][C:19](=[O:20])[NH:21][C:22]2[C:31]3[C:26](=[CH:27][CH:28]=[CH:29][CH:30]=3)[C:25]([O:32][C:33]3[CH:38]=[CH:37][N:36]=[C:35]([NH:40][C:41]4[CH:42]=[C:43]([O:63][CH3:64])[C:44]([C:45]([NH:47][CH2:48][CH2:49][N:50]5[CH2:55][CH2:54][N:53]([CH2:56][CH2:57][OH:58])[CH2:52][CH2:51]5)=[O:46])=[C:59]([O:61][CH3:62])[CH:60]=4)[CH:34]=3)=[CH:24][CH:23]=2)[CH:6]=1)([CH3:4])([CH3:3])[CH3:2]. The catalyst class is: 3. (3) Reactant: [O:1]=[C:2]1[CH2:7][CH2:6][N:5]([C:8]([O:10][C:11]([CH3:14])([CH3:13])[CH3:12])=[O:9])[CH2:4][CH2:3]1.[F:15][C:16]1[CH:17]=[C:18]([Mg]Br)[CH:19]=[CH:20][C:21]=1[O:22][CH3:23]. Product: [F:15][C:16]1[CH:17]=[C:18]([C:2]2([OH:1])[CH2:3][CH2:4][N:5]([C:8]([O:10][C:11]([CH3:14])([CH3:13])[CH3:12])=[O:9])[CH2:6][CH2:7]2)[CH:19]=[CH:20][C:21]=1[O:22][CH3:23]. The catalyst class is: 280. (4) Reactant: [F:1][C:2]1[CH:10]=[C:9]([CH3:11])[C:8]2[NH:7][C:6]3[CH2:12][CH2:13][N:14]4[C@@H:18]([C:5]=3[C:4]=2[CH:3]=1)[CH2:17][CH2:16][CH2:15]4.[H-].[Na+].[O:21]1[CH2:23][CH:22]1[C:24]1[CH:29]=[CH:28][N:27]=[CH:26][CH:25]=1. Product: [F:1][C:2]1[CH:10]=[C:9]([CH3:11])[C:8]2[N:7]([CH2:23][CH:22]([C:24]3[CH:29]=[CH:28][N:27]=[CH:26][CH:25]=3)[OH:21])[C:6]3[CH2:12][CH2:13][N:14]4[C@@H:18]([C:5]=3[C:4]=2[CH:3]=1)[CH2:17][CH2:16][CH2:15]4. The catalyst class is: 3. (5) Reactant: [Cl:1][C:2]1[CH:3]=[CH:4][C:5]([O:15][CH2:16][C:17]2[CH:22]=[CH:21][C:20]([F:23])=[CH:19][C:18]=2[F:24])=[C:6]([C:8](=O)[CH2:9][CH2:10][C:11](=O)[CH3:12])[CH:7]=1.[NH2:25][C:26]1[CH:31]=[CH:30][C:29]([S:32]([NH:35][C:36]([C:38]2[CH:43]=[CH:42][CH:41]=[CH:40][CH:39]=2)=[O:37])(=[O:34])=[O:33])=[CH:28][CH:27]=1.C1(C)C=CC(S(O)(=O)=O)=CC=1. Product: [Cl:1][C:2]1[CH:3]=[CH:4][C:5]([O:15][CH2:16][C:17]2[CH:22]=[CH:21][C:20]([F:23])=[CH:19][C:18]=2[F:24])=[C:6]([C:8]2[N:25]([C:26]3[CH:27]=[CH:28][C:29]([S:32]([NH:35][C:36]([C:38]4[CH:39]=[CH:40][CH:41]=[CH:42][CH:43]=4)=[O:37])(=[O:34])=[O:33])=[CH:30][CH:31]=3)[C:11]([CH3:12])=[CH:10][CH:9]=2)[CH:7]=1. The catalyst class is: 11. (6) Reactant: N([O-])=O.[Na+].N[C:6]1[CH:7]=[C:8]2[C:13](=[CH:14][CH:15]=1)[C:12](=[O:16])[CH2:11][CH2:10][CH2:9]2.[BrH:17]. Product: [Br:17][C:6]1[CH:7]=[C:8]2[C:13](=[CH:14][CH:15]=1)[C:12](=[O:16])[CH2:11][CH2:10][CH2:9]2. The catalyst class is: 6. (7) Reactant: [CH3:1][C@H:2]1[O:7][C@@H:6]([CH3:8])[CH2:5][NH:4][CH2:3]1.[Br:9][C:10]1[C:17]([N+:18]([O-:20])=[O:19])=[CH:16][C:13]([CH:14]=[O:15])=[C:12](F)[CH:11]=1.C(=O)([O-])[O-].[K+].[K+].CC(OC)(C)C. Product: [Br:9][C:10]1[C:17]([N+:18]([O-:20])=[O:19])=[CH:16][C:13]([CH:14]=[O:15])=[C:12]([N:4]2[CH2:5][CH:6]([CH3:8])[O:7][CH:2]([CH3:1])[CH2:3]2)[CH:11]=1. The catalyst class is: 10.